The task is: Binary Classification. Given two protein amino acid sequences, predict whether they physically interact or not.. This data is from Human Reference Interactome with 51,813 positive PPI pairs across 8,248 proteins, plus equal number of experimentally-validated negative pairs. (1) Protein 1 (ENSG00000166439) has sequence MAAAGPSTRASSAAAAAALSRRGRRGRCDETAAAKTGAPGPASGPSLLVLSPPLLQPPLPPRPEESGCAGCLEPPGEAAALPCGHSLCRGCAQRAADAAGPGCPRCRARGPGWARRRARDDGQADSEVLGECARRSQPERCRPRRDGGAAAAGPRPEQEPRAAPAEPDFIFRAPIKLSKPGELREEYESLRKLREEKLQEEKPSEDQIHKLLPEDTETGKRKMDEQKKRDEPLVLKTNLERCPARLSDSENEEPSRGQMTQTHRSAFVSKNNSYSLAFLAGKLNSKVERSQSCSDTAQER.... Protein 2 (ENSG00000145715) has sequence MMAAEAGSEEGGPVTAGAGGGGAAAGSSAYPAVCRVKIPAALPVAAAPYPGLVETGVAGTLGGGAALGSEFLGAGSVAGALGGAGLTGGGTAAGVAGAAAGVAGAAVAGPSGDMALTKLPTSLLAETLGPGGGFPPLPPPPYLPPLGAGLGTVDEGDSLDGPEYEEEEVAIPLTAPPTNQWYHGKLDRTIAEERLRQAGKSGSYLIRESDRRPGSFVLSFLSQMNVVNHFRIIAMCGDYYIGGRRFSSLSDLIGYYSHVSCLLKGEKLLYPVAPPEPVEDRRRVRAILPYTKVPDTDEIS.... Result: 0 (the proteins do not interact). (2) Protein 1 (ENSG00000142188) has sequence MAGFLDNFRWPECECIDWSERRNAVASVVAGILFFTGWWIMIDAAVVYPKPEQLNHAFHTCGVFSTLAFFMINAVSNAQVRGDSYESGCLGRTGARVWLFIGFMLMFGSLIASMWILFGAYVTQNTDVYPGLAVFFQNALIFFSTLIYKFGRTEELWT*MAGFLDNFRWPECECIDWSERRNAVASVVAGILFFTGWWIMIDAAVVYPKPEQLNHAFHTCGVFSTLAFFMINAVSNAQVRMAGFLDNFRWPECECIDWSERRNAVASVVAGILVLEFGFSLVSC*MAGFLDNFRWPECEC.... Protein 2 (ENSG00000174327) has sequence MARRTEPPDGGWGWVVVLSAFFQSALVFGVLRSFGVFFVEFVAAFEEQAARVSWIASIGIAVQQFGSPVGSALSTKFGPRPVVMTGGILAALGMLLASFATSLTHLYLSIGLLSGSGWALTFAPTLACLSCYFSRRRSLATGLALTGVGLSSFTFAPFFQWLLSHYAWRGSLLLVSALSLHLVACGALLRPPSLAEDPAVGGPRAQLTSLLHHGPFLRYTVALTLINTGYFIPYLHLVAHLQDLDWDPLPAAFLLSVVAISDLVGRVVSGWLGDAVPGPVTRLLMLWTTLTGVSLALFPV.... Result: 1 (the proteins interact). (3) Protein 1 (ENSG00000162624) has sequence MQILSRCQGLMSEECGRTTALAAGRTRKGAGEEGLVSPEGAGDEDSCSSSAPLSPSSSPRSMASGSGCPPGKCVCNSCGLEIVDKYLLKVNDLCWHVRCLSCSVCRTSLGRHTSCYIKDKDIFCKLDYFRRYGTRCSRCGRHIHSTDWVRRAKGNVYHLACFACFSCKRQLSTGEEFALVEEKVLCRVHYDCMLDNLKREVENGNGISVEGALLTEQDVNHPKPAKRARTSFTADQLQVMQAQFAQDNNPDAQTLQKLAERTGLSRRVIQVWFQNCRARHKKHVSPNHSSSTPVTAVPPS.... Protein 2 (ENSG00000275993) has sequence MVIMSEFSADPAGQGQGQQKPLRVGFYDIERTLGKGNFAVVKLARHRVTKTQVAIKIIDKTRLDSSNLEKIYREVQLMKLLNHPHIIKLYQVMETKDMLYIVTEFAKNGEMFDYLTSNGHLSENEARKKFWQILSAVEYCHDHHIVHRDLKTENLLLDGNMDIKLADFGFGNFYKSGEPLSTWCGSPPYAAPEVFEGKEYEGPQLDIWSLGVVLYVLVCGSLPFDGPNLPTLRQRVLEGRFRIPFFMSQDCESLIRRMLVVDPARRITIAQIRQHRWMRAEPCLPGPACPAFSAHSYTSN.... Result: 1 (the proteins interact). (4) Protein 1 (ENSG00000178150) has sequence MSQDSVTFADVAVNFTKEEWTLLDPAQRNLYRDVMLENSRNLAFIDWATPCKTKDATPQPDILPKRTFPEANRVCLTSISSQHSTLREDWRCPKTEEPHRQGVNNVKPPAVAPEKDESPVSICEDHEMRNHSKPTCRLVPSQGDSIRQCILTRDSSIFKYNPVLNDSQKTHENNEDDGVLGWNIQWVPCGRKTELKSSTWTGSQNTVHHIRDEIDTGANRHQRNPFGKAFREDGSLRAHNTHGREKMYDFTQCENTSRNNSIHAMQMQLYTAETNKKDCQTGATSANAPNSGSHKSHCTG.... Protein 2 (ENSG00000178150) has sequence MSQDSVTFADVAVNFTKEEWTLLDPAQRNLYRDVMLENSRNLAFIDWATPCKTKDATPQPDILPKRTFPEANRVCLTSISSQHSTLREDWRCPKTEEPHRQGVNNVKPPAVAPEKDESPVSICEDHEMRNHSKPTCRLVPSQGDSIRQCILTRDSSIFKYNPVLNDSQKTHENNEDDGVLGWNIQWVPCGRKTELKSSTWTGSQNTVHHIRDEIDTGANRHQRNPFGKAFREDGSLRAHNTHGREKMYDFTQCENTSRNNSIHAMQMQLYTAETNKKDCQTGATSANAPNSGSHKSHCTG.... Result: 1 (the proteins interact). (5) Protein 1 (ENSG00000133640) has sequence MDDDDAKLKAEIEAELDKLSISSLEKEDIESDAKSETQSDDSDTDSVELPESVLHCINIIKNRSKAVEELILQDLEDTDILSCSYGAVSNNHMHLRTGLSTEYEESSEQLIKILSEIEKEEFMRSKTDCATPDFVPEPSPHDLPMDEHVLPDDADINFGYCEVEMDDDDAKLKAEIEAELDKLSISSLEKEDIESDAKSETQSDDSDTDSVELPESVLHCINIIKNRSKAVEELILQDLEDTDILSCSYGAVSNNHMHLRTGLSTEYEESSEQLIKILSEIEKEEFMRSKTDCATPDFVP.... Protein 2 (ENSG00000152266) has sequence MIPAKDMAKVMIVMLAICFLTKSDGKSVKKRSVSEIQLMHNLGKHLNSMERVEWLRKKLQDVHNFVALGAPLAPRDAGSQRPRKKEDNVLVESHEKSLGEADKADVNVLTKAKSQ*. Result: 0 (the proteins do not interact). (6) Protein 1 (ENSG00000136697) has sequence MCSLPMARYYIIKYADQKALYTRDGQLLVGDPVADNCCAEKICILPNRGLARTKVPIFLGIQGGSRCLACVETEEGPSLQLEDVNIEELYKGGEEATRFTFFQSSSGSAFRLEAAAWPGWFLCGPAEPQQPVQLTKESEPSARTKFYFEQSW*. Protein 2 (ENSG00000177602) has sequence MAASLPGPGSRLFRTYGAADGRRQRRPGREAAQWFPPQDRRRFFNSSGSSDASIGDPSQSDDPDDPDDPDFPGSPVRRRRRRPGGRVPKDRPSLTVTPKRWKLRARPSLTVTPRRLGLRARPPQKCSTPCGPLRLPPFPSRDSGRLSPDLSVCGQPRDGDELGISASLFSSLASPCPGSPTPRDSVISIGTSACLVAASAVPSGLHLPEVSLDRASLPCSQEEATGGAKDTRMVHQTRASLRSVLFGLMNSGTPEDSEFRADGKNMRESCCKRKLVVGNGPEGPGLSSTGKRRATGQDSC.... Result: 0 (the proteins do not interact). (7) Protein 1 (ENSG00000158825) has sequence MAQKRPACTLKPECVQQLLVCSQEAKKSAYCPYSHFPVGAALLTQEGRIFKGCNIENACYPLGICAERTAIQKAVSEGYKDFRAIAIASDMQDDFISPCGACRQVMREFGTNWPVYMTKPDGTYIVMTVQELLPSSFGPEDLQKTQ*. Protein 2 (ENSG00000163430) has sequence MWKRWLALALALVAVAWVRAEEELRSKSKICANVFCGAGRECAVTEKGEPTCLCIEQCKPHKRPVCGSNGKTYLNHCELHRDACLTGSKIQVDYDGHCKEKKSVSPSASPVVCYQSNRDELRRRIIQWLEAEIIPDGWFSKGSNYSEILDKYFKNFDNGDSRLDSSEFLKFVEQNETAINITTYPDQENNKLLRGLCVDALIELSDENADWKLSFQEFLKCLNPSFNPPEKKCALEDETYADGAETEVDCNRCVCACGNWVCTAMTCDGKNQKGAQTQTEEEMTRYVQELQKHQETAEKT.... Result: 0 (the proteins do not interact). (8) Protein 1 (ENSG00000078399) has sequence MATTGALGNYYVDSFLLGADAADELSVGRYAPGTLGQPPRQAATLAEHPDFSPCSFQSKATVFGASWNPVHAAGANAVPAAVYHHHHHHPYVHPQAPVAAAAPDGRYMRSWLEPTPGALSFAGLPSSRPYGIKPEPLSARRGDCPTLDTHTLSLTDYACGSPPVDREKQPSEGAFSENNAENESGGDKPPIDPNNPAANWLHARSTRKKRCPYTKHQTLELEKEFLFNMYLTRDRRYEVARLLNLTERQVKIWFQNRRMKMKKINKDRAKDE*MATTGALGNYYVDSFLLGADAADELSV.... Protein 2 (ENSG00000215455) has sequence MAASTMSVCSSACSDSWQVDACPESCCEPHCCALSCCAPAPCLTLVCTPVSRVSSPCCQAACEPSPCQSGCTSSCTPSCCQQSSCQPACCTSSPCQQACCVPVCCKPVCCLPTCSKDSSSCCQQSSCQPTCCASSSSQQSCCVPVCCKPVCYVPTCSEDSSSCCQQSSCHPACCTSSPCQQACCVPVRCKPVCCKPICCVPVCSGASTSCCQQSSCQPACCTTSCCRPSSSVSLLCRPVCRPACCMPVSSCCAPASSCQASCCRPASCVSLLCRPACSRPAC*. Result: 1 (the proteins interact). (9) Protein 1 (ENSG00000110077) has sequence MTSQPVPNETIIVLPSNVINFSQAEKPEPTNQGQDSLKKHLHAEIKVIGTIQILCGMMVLSLGIILASASFSPNFTQVTSTLLNSAYPFIGPFFFIISGSLSIATEKRLTKLLVHSSLVGSILSALSALVGFIILSVKQATLNPASLQWNSLSDADLHSAGILPSCAHCCAAVETGLL*MVLLKLLEVYRKGSAGTFHKSTIFGNTIMTSQPVPNETIIVLPSNVINFSQAEKPEPTNQGQDSLKKHLHAEIKVIGTIQILCGMMVLSLGIILASASFSPNFTQVTSTLLNSAYPFIGPF.... Protein 2 (ENSG00000113407) has sequence MFEEKASSPSGKMGGEEKPIGAGEEKQKEGGKKKNKEGSGDGGRAELNPWPEYIYTRLEMYNILKAEHDSILAEKAEKDSKPIKVTLPDGKQVDAESWKTTPYQIACGISQGLADNTVIAKVNNVVWDLDRPLEEDCTLELLKFEDEEAQAVYWHSSAHIMGEAMERVYGGCLCYGPPIENGFYYDMYLEEGGVSSNDFSSLEALCKKIIKEKQAFERLEVKKETLLAMFKYNKFKCRILNEKVNTPTTTVYRCGPLIDLCRGPHVRHTGKIKALKIHKNSSTYWEGKADMETLQRIYGI.... Result: 0 (the proteins do not interact). (10) Protein 1 (ENSG00000185338) has sequence MVAHNQVAADNAVSTAAEPRRRPEPSSSSSSSPAAPARPRPCPAVPAPAPGDTHFRTFRSHADYRRITRASALLDACGFYWGPLSVHGAHERLRAEPVGTFLVRDSRQRNCFFALSVKMASGPTSIRVHFQAGRFHLDGSRESFDCLFELLEHYVAAPRRMLGAPLRQRRVRPLQELCRQRIVATVGRENLARIPLNPVLRDYLSSFPFQI*. Protein 2 (ENSG00000107249) has sequence MMVQRLGLISPPASQVSTACNQISPSLQRAMNAANLNIPPSDTRSLISRESLASTTLSLTESQSASSMKQEWSQGYRALPSLSNHGSQNGLDLGDLLSLPPGTSMSSNSVSNSLPSYLFGTESSHSPYPSPRHSSTRSHSARSKKRALSLSPLSDGIGIDFNTIIRTSPTSLVAYINGSRASPANLSPQPEVYGHFLGVRGSCIPQPRPVPGSQKGVLVAPGGLALPAYGEDGALEHERMQQLEHGGLQPGLVNHMVVQHGLPGPDSQSAGLFKTERLEEFPGSTVDLPPAPPLPPLPPP.... Result: 0 (the proteins do not interact).